This data is from Full USPTO retrosynthesis dataset with 1.9M reactions from patents (1976-2016). The task is: Predict the reactants needed to synthesize the given product. (1) The reactants are: [CH3:1][O:2][C:3]1[CH:8]=[CH:7][C:6]([C:9]2[C:14]([C:15]3[CH:20]=[CH:19][C:18]([O:21][CH3:22])=[CH:17][CH:16]=3)=[N:13][N:12]([CH2:23][CH2:24]O)[C:11](=[O:26])[CH:10]=2)=[CH:5][CH:4]=1.C1(C)C=CC(S(Cl)(=O)=O)=CC=1.[NH:38]1[CH2:43][CH2:42][O:41][CH2:40][CH2:39]1. Given the product [CH3:1][O:2][C:3]1[CH:8]=[CH:7][C:6]([C:9]2[C:14]([C:15]3[CH:16]=[CH:17][C:18]([O:21][CH3:22])=[CH:19][CH:20]=3)=[N:13][N:12]([CH2:23][CH2:24][N:38]3[CH2:43][CH2:42][O:41][CH2:40][CH2:39]3)[C:11](=[O:26])[CH:10]=2)=[CH:5][CH:4]=1, predict the reactants needed to synthesize it. (2) Given the product [CH:16]([C:2]1[S:3][C:4]2[NH:5][C:6](=[O:15])[C:7]3[CH:8]=[CH:9][CH:10]=[CH:11][C:12]=3[C:13]=2[N:14]=1)=[CH2:17], predict the reactants needed to synthesize it. The reactants are: I[C:2]1[S:3][C:4]2[NH:5][C:6](=[O:15])[C:7]3[CH:8]=[CH:9][CH:10]=[CH:11][C:12]=3[C:13]=2[N:14]=1.[CH2:16](C([SnH3])=C(CCCC)CCCC)[CH2:17]CC. (3) The reactants are: CS(O[CH2:6][CH:7]1[N:16]2[C:17]3[CH:18]=[CH:19][CH:20]=[C:21]([F:24])[C:22]=3[CH:23]=[C:15]2[C:14]2[N:13]=[C:12]([Cl:25])[CH:11]=[CH:10][C:9]=2[CH2:8]1)(=O)=O.[C-:26]#[N:27].[K+]. Given the product [Cl:25][C:12]1[CH:11]=[CH:10][C:9]2[CH2:8][CH:7]([CH2:6][C:26]#[N:27])[N:16]3[C:17]4[CH:18]=[CH:19][CH:20]=[C:21]([F:24])[C:22]=4[CH:23]=[C:15]3[C:14]=2[N:13]=1, predict the reactants needed to synthesize it. (4) Given the product [Cl:1][C:2]1[C:3]([O:24][CH:25]([CH3:27])[CH3:26])=[C:4]([C:9]([N:11]2[CH2:16][CH2:15][CH:14]([C:17]3[CH:22]=[CH:21][C:20]([F:23])=[CH:19][CH:18]=3)[CH2:13][CH2:12]2)=[O:10])[CH:5]=[N:6][C:7]=1[SH:28], predict the reactants needed to synthesize it. The reactants are: [Cl:1][C:2]1[C:3]([O:24][CH:25]([CH3:27])[CH3:26])=[C:4]([C:9]([N:11]2[CH2:16][CH2:15][CH:14]([C:17]3[CH:22]=[CH:21][C:20]([F:23])=[CH:19][CH:18]=3)[CH2:13][CH2:12]2)=[O:10])[CH:5]=[N:6][C:7]=1Cl.[SH2:28].[Na].[Cl-].[Na+].